From a dataset of Full USPTO retrosynthesis dataset with 1.9M reactions from patents (1976-2016). Predict the reactants needed to synthesize the given product. (1) The reactants are: C([SiH](CC)CC)C.[F:8][C:9]1[CH:14]=[C:13]([F:15])[CH:12]=[CH:11][C:10]=1[C@:16]12[CH2:25][O:24][C:23](O)([C:26]3[CH:27]=[N:28][N:29]([CH3:31])[CH:30]=3)[CH2:22][C@H:21]1[CH2:20][S:19][C:18]([NH:33][C:34](=[O:41])[C:35]1[CH:40]=[CH:39][CH:38]=[CH:37][CH:36]=1)=[N:17]2.FC(F)(F)S(O[Si](C)(C)C)(=O)=O.FC(F)(F)C(O)=O. Given the product [F:8][C:9]1[CH:14]=[C:13]([F:15])[CH:12]=[CH:11][C:10]=1[C@:16]12[CH2:25][O:24][C@@H:23]([C:26]3[CH:27]=[N:28][N:29]([CH3:31])[CH:30]=3)[CH2:22][C@H:21]1[CH2:20][S:19][C:18]([NH:33][C:34](=[O:41])[C:35]1[CH:36]=[CH:37][CH:38]=[CH:39][CH:40]=1)=[N:17]2, predict the reactants needed to synthesize it. (2) Given the product [Cl:32][C:33]1[CH:38]=[CH:37][CH:36]=[C:35]([Cl:39])[C:34]=1[CH:40]([O:43][C:27]1[C:22]2[O:21][CH:20]=[C:19]([C:17]3[CH:16]=[N:15][N:14]([CH:11]4[CH2:12][CH2:13][NH:8][CH2:9][CH2:10]4)[CH:18]=3)[C:23]=2[CH:24]=[N:25][C:26]=1[NH2:29])[CH2:41][CH3:42], predict the reactants needed to synthesize it. The reactants are: C(OC([N:8]1[CH2:13][CH2:12][CH:11]([N:14]2[CH:18]=[C:17]([C:19]3[C:23]4[CH:24]=[N:25][C:26]([N+:29]([O-])=O)=[C:27](O)[C:22]=4[O:21][CH:20]=3)[CH:16]=[N:15]2)[CH2:10][CH2:9]1)=O)(C)(C)C.[Cl:32][C:33]1[CH:38]=[CH:37][CH:36]=[C:35]([Cl:39])[C:34]=1[CH:40]([OH:43])[CH2:41][CH3:42].C1(P(C2C=CC=CC=2)C2C=CC=CC=2)C=CC=CC=1.N(C(OC(C)C)=O)=NC(OC(C)C)=O. (3) Given the product [Cl:29][C:26]1[CH:27]=[CH:28][C:23]([C:20]2[CH:21]=[CH:22][C:17]([C:16]#[C:15][C:12]3[CH:13]=[CH:14][C:9]([O:8][CH2:7][CH2:6][N:36]4[CH2:37][CH2:38][C@@:33]([C:32]([F:31])([F:41])[F:42])([OH:40])[C@@H:34]([OH:39])[CH2:35]4)=[C:10]([CH3:30])[CH:11]=3)=[N:18][CH:19]=2)=[CH:24][CH:25]=1, predict the reactants needed to synthesize it. The reactants are: CS(O[CH2:6][CH2:7][O:8][C:9]1[CH:14]=[CH:13][C:12]([C:15]#[C:16][C:17]2[CH:22]=[CH:21][C:20]([C:23]3[CH:28]=[CH:27][C:26]([Cl:29])=[CH:25][CH:24]=3)=[CH:19][N:18]=2)=[CH:11][C:10]=1[CH3:30])(=O)=O.[F:31][C:32]([F:42])([F:41])[C@@:33]1([OH:40])[CH2:38][CH2:37][NH:36][CH2:35][C@@H:34]1[OH:39].C(N(C(C)C)C(C)C)C.